Predict the reaction yield, written as a fraction of the theoretical maximum amount of product (1.0 means a 100% yield; for example, 0.34 means a 34% yield). From a dataset of Reaction yield outcomes from USPTO patents with 853,638 reactions. (1) The reactants are Br[C:2]1[CH:7]=[CH:6][C:5]([C:8]([CH3:12])([CH3:11])[CH2:9][OH:10])=[CH:4][CH:3]=1.CC1(C)COB(B2OCC(C)(C)CO2)OC1.C([O-])(=O)C.[K+].Br[C:35]1[CH:36]=[C:37]2[C:41](=[CH:42][C:43]=1[Cl:44])[NH:40][N:39]=[C:38]2[C:45]([OH:47])=[O:46].C(=O)([O-])[O-].[K+].[K+].Cl. The catalyst is O1CCOCC1.C1C=CC(P(C2C=CC=CC=2)[C-]2C=CC=C2)=CC=1.C1C=CC(P(C2C=CC=CC=2)[C-]2C=CC=C2)=CC=1.Cl[Pd]Cl.[Fe+2].O.CCO. The product is [Cl:44][C:43]1[CH:42]=[C:41]2[C:37]([C:38]([C:45]([OH:47])=[O:46])=[N:39][NH:40]2)=[CH:36][C:35]=1[C:2]1[CH:7]=[CH:6][C:5]([C:8]([CH3:12])([CH3:11])[CH2:9][OH:10])=[CH:4][CH:3]=1. The yield is 0.200. (2) The reactants are [C:1]([C:5]1[O:9][N:8]=[C:7]([NH:10][C:11]([NH:13][C:14]2[CH:19]=[CH:18][C:17]([O:20][C:21]3[CH:26]=[CH:25][C:24]([NH:27]C(OC(C)(C)C)=O)=[CH:23][CH:22]=3)=[CH:16][CH:15]=2)=[O:12])[CH:6]=1)([CH3:4])([CH3:3])[CH3:2].Cl.O.[OH-].[Na+]. The catalyst is O1CCOCC1.CCOC(C)=O. The product is [C:1]([C:5]1[O:9][N:8]=[C:7]([NH:10][C:11]([NH:13][C:14]2[CH:19]=[CH:18][C:17]([O:20][C:21]3[CH:22]=[CH:23][C:24]([NH2:27])=[CH:25][CH:26]=3)=[CH:16][CH:15]=2)=[O:12])[CH:6]=1)([CH3:4])([CH3:2])[CH3:3]. The yield is 0.660. (3) The reactants are [F:1][C:2]([F:14])([F:13])[O:3][C:4]1[CH:12]=[CH:11][C:7]([C:8](Cl)=[O:9])=[CH:6][CH:5]=1.[NH2:15][C:16]1[CH:17]=[C:18]([C:22]2[C:26]([Br:27])=[CH:25][N:24]([CH3:28])[N:23]=2)[CH:19]=[CH:20][CH:21]=1.C(N(CC)CC)C. The catalyst is C(Cl)Cl. The product is [Br:27][C:26]1[C:22]([C:18]2[CH:17]=[C:16]([NH:15][C:8]([C:7]3[CH:11]=[CH:12][C:4]([O:3][C:2]([F:14])([F:13])[F:1])=[CH:5][CH:6]=3)=[O:9])[CH:21]=[CH:20][CH:19]=2)=[N:23][N:24]([CH3:28])[CH:25]=1. The yield is 0.760. (4) The yield is 0.730. The reactants are [CH2:1]([C:3]1[N:7]([C:8]2[N:16]=[C:15]3[C:11]([N:12]=[C:13]([CH:18]=O)[N:14]3[CH3:17])=[C:10]([N:20]3[CH2:25][CH2:24][O:23][CH2:22][CH2:21]3)[N:9]=2)[C:6]2[CH:26]=[CH:27][CH:28]=[CH:29][C:5]=2[N:4]=1)[CH3:2].[NH:30]1[CH2:33][CH:32]([N:34]2[CH2:39][CH2:38][S:37](=[O:41])(=[O:40])[CH2:36][CH2:35]2)[CH2:31]1.C(O[BH-](OC(=O)C)OC(=O)C)(=O)C.[Na+]. The catalyst is ClCCCl. The product is [CH2:1]([C:3]1[N:7]([C:8]2[N:16]=[C:15]3[C:11]([N:12]=[C:13]([CH2:18][N:30]4[CH2:33][CH:32]([N:34]5[CH2:39][CH2:38][S:37](=[O:41])(=[O:40])[CH2:36][CH2:35]5)[CH2:31]4)[N:14]3[CH3:17])=[C:10]([N:20]3[CH2:21][CH2:22][O:23][CH2:24][CH2:25]3)[N:9]=2)[C:6]2[CH:26]=[CH:27][CH:28]=[CH:29][C:5]=2[N:4]=1)[CH3:2]. (5) The reactants are CO[CH2:3][N:4]([CH2:10][C:11]1[CH:16]=[CH:15][CH:14]=[CH:13][CH:12]=1)[CH2:5][Si](C)(C)C.[Cl:17][C:18]1[CH:23]=[CH:22][C:21](/[CH:24]=[CH:25]/[N+:26]([O-:28])=[O:27])=[CH:20][C:19]=1[Cl:29].FC(F)(F)C(O)=O. The catalyst is C(Cl)Cl. The product is [CH2:10]([N:4]1[CH2:5][CH:25]([N+:26]([O-:28])=[O:27])[CH:24]([C:21]2[CH:22]=[CH:23][C:18]([Cl:17])=[C:19]([Cl:29])[CH:20]=2)[CH2:3]1)[C:11]1[CH:16]=[CH:15][CH:14]=[CH:13][CH:12]=1. The yield is 0.620. (6) The product is [Cl:1][C:2]1[CH:3]=[C:4]2[C:9](=[CH:10][CH:11]=1)[N:8]([CH3:12])[CH:7]([C:13]([F:16])([F:14])[F:15])[C:6]([C:17]([OH:19])=[O:18])=[CH:5]2. The yield is 0.980. The catalyst is CO.O1CCCC1.O. The reactants are [Cl:1][C:2]1[CH:3]=[C:4]2[C:9](=[CH:10][CH:11]=1)[N:8]([CH3:12])[CH:7]([C:13]([F:16])([F:15])[F:14])[C:6]([C:17]([O:19]CC)=[O:18])=[CH:5]2.[OH-].[Li+].Cl.C(OCC)C. (7) The reactants are [I:1][C:2]1[CH:8]=[CH:7][CH:6]=[CH:5][C:3]=1[NH2:4].Cl.C(N=C=NCCCN(C)C)C.ON1C2C=CC=CC=2N=N1.[CH3:31][O:32][C:33]1[CH:41]=[CH:40][C:39]([O:42][CH3:43])=[CH:38][C:34]=1[C:35](O)=[O:36].CN1CCOCC1. The catalyst is C(Cl)Cl. The product is [I:1][C:2]1[CH:8]=[CH:7][CH:6]=[CH:5][C:3]=1[NH:4][C:35](=[O:36])[C:34]1[CH:38]=[C:39]([O:42][CH3:43])[CH:40]=[CH:41][C:33]=1[O:32][CH3:31]. The yield is 0.300. (8) The reactants are [F:1][C:2]1[CH:7]=[CH:6][C:5]([N+:8]([O-:10])=[O:9])=[CH:4][C:3]=1[C:11]12[CH2:18][CH:17]1[CH2:16][CH2:15][S:14][C:13]([NH2:19])=[N:12]2.C(N(CC)CC)C.[C:27](O[C:27]([O:29][C:30]([CH3:33])([CH3:32])[CH3:31])=[O:28])([O:29][C:30]([CH3:33])([CH3:32])[CH3:31])=[O:28].O. The catalyst is C1COCC1.C(OCC)(=O)C. The product is [F:1][C:2]1[CH:7]=[CH:6][C:5]([N+:8]([O-:10])=[O:9])=[CH:4][C:3]=1[C:11]12[CH2:18][CH:17]1[CH2:16][CH2:15][S:14][C:13]([NH:19][C:27](=[O:28])[O:29][C:30]([CH3:33])([CH3:32])[CH3:31])=[N:12]2. The yield is 0.529. (9) The reactants are Br[C:2]1[C:3]([NH2:22])=[N:4][CH:5]=[C:6]([C:8]2[CH:13]=[CH:12][C:11]([O:14][Si:15]([C:18]([CH3:21])([CH3:20])[CH3:19])([CH3:17])[CH3:16])=[CH:10][CH:9]=2)[N:7]=1.B(O)(O)[C:24]1[C:32]2[C:27](=[CH:28][CH:29]=[CH:30][CH:31]=2)[S:26][CH:25]=1.C([O-])([O-])=O.[Na+].[Na+].O. The catalyst is C1(C)C=CC=CC=1.C(O)C.Cl[Pd](Cl)([P](C1C=CC=CC=1)(C1C=CC=CC=1)C1C=CC=CC=1)[P](C1C=CC=CC=1)(C1C=CC=CC=1)C1C=CC=CC=1. The product is [S:26]1[CH:25]=[C:24]([C:2]2[C:3]([NH2:22])=[N:4][CH:5]=[C:6]([C:8]3[CH:13]=[CH:12][C:11]([O:14][Si:15]([C:18]([CH3:21])([CH3:20])[CH3:19])([CH3:17])[CH3:16])=[CH:10][CH:9]=3)[N:7]=2)[C:32]2[CH:31]=[CH:30][CH:29]=[CH:28][C:27]1=2. The yield is 0.789.